From a dataset of CYP2D6 inhibition data for predicting drug metabolism from PubChem BioAssay. Regression/Classification. Given a drug SMILES string, predict its absorption, distribution, metabolism, or excretion properties. Task type varies by dataset: regression for continuous measurements (e.g., permeability, clearance, half-life) or binary classification for categorical outcomes (e.g., BBB penetration, CYP inhibition). Dataset: cyp2d6_veith. The result is 1 (inhibitor). The molecule is c1csc(CNc2nc(-c3ccc4c(c3)OCO4)nc3ccccc23)c1.